The task is: Predict the reactants needed to synthesize the given product.. This data is from Full USPTO retrosynthesis dataset with 1.9M reactions from patents (1976-2016). (1) Given the product [Cl:1][C:2]1[C:7]([Cl:8])=[CH:6][C:5]([NH:9][CH2:10][C:11]([N:15]2[CH2:20][CH2:19][CH:18]([CH2:21][CH2:22][NH:23][C:24](=[O:27])[CH:25]=[CH2:26])[CH2:17][CH2:16]2)=[O:13])=[C:4]([OH:14])[CH:3]=1, predict the reactants needed to synthesize it. The reactants are: [Cl:1][C:2]1[C:7]([Cl:8])=[CH:6][C:5]([NH:9][CH2:10][C:11]([OH:13])=O)=[C:4]([OH:14])[CH:3]=1.[NH:15]1[CH2:20][CH2:19][CH:18]([CH2:21][CH2:22][NH:23][C:24](=[O:27])[CH:25]=[CH2:26])[CH2:17][CH2:16]1.C1C=CC2N(O)N=NC=2C=1.CCN=C=NCCCN(C)C.Cl.CCN(CC)CC. (2) Given the product [OH:9][CH2:8][C:3]1[CH:4]=[CH:5][CH:6]=[CH:7][C:2]=1[NH:1][S:25]([C:20]1[CH:21]=[CH:22][CH:23]=[CH:24][C:19]=1[N+:16]([O-:18])=[O:17])(=[O:26])=[O:27], predict the reactants needed to synthesize it. The reactants are: [NH2:1][C:2]1[CH:7]=[CH:6][CH:5]=[CH:4][C:3]=1[CH2:8][OH:9].N1C=CC=CC=1.[N+:16]([C:19]1[CH:24]=[CH:23][CH:22]=[CH:21][C:20]=1[S:25](Cl)(=[O:27])=[O:26])([O-:18])=[O:17].Cl. (3) Given the product [NH2:1][C:2]1[N:3]=[C:4]([NH:19][CH:20]2[CH2:25][CH2:24][N:23]([C:42](=[O:43])[CH2:41][O:40][C:39]3[CH:45]=[CH:46][C:36]([Cl:35])=[CH:37][CH:38]=3)[CH2:22][CH2:21]2)[C:5]2[N:11]=[C:10]([C:12]3[CH:13]=[CH:14][C:15]([F:18])=[CH:16][CH:17]=3)[CH:9]=[CH:8][C:6]=2[N:7]=1, predict the reactants needed to synthesize it. The reactants are: [NH2:1][C:2]1[N:3]=[C:4]([NH:19][CH:20]2[CH2:25][CH2:24][NH:23][CH2:22][CH2:21]2)[C:5]2[N:11]=[C:10]([C:12]3[CH:17]=[CH:16][C:15]([F:18])=[CH:14][CH:13]=3)[CH:9]=[CH:8][C:6]=2[N:7]=1.CCN(C(C)C)C(C)C.[Cl:35][C:36]1[CH:46]=[CH:45][C:39]([O:40][CH2:41][C:42](Cl)=[O:43])=[CH:38][CH:37]=1. (4) Given the product [CH3:1][O:2][C:3]1[CH:7]=[C:6]([C:8]2[CH:22]=[C:21]([O:23][C:24]3[CH:25]=[CH:26][C:27]([S:30]([CH3:33])(=[O:32])=[O:31])=[CH:28][CH:29]=3)[CH:20]=[C:10]([O:11][CH2:12][C:13]3[CH:34]=[CH:15][CH:16]=[CH:17][C:18]=3[CH3:19])[CH:9]=2)[NH:5][N:4]=1, predict the reactants needed to synthesize it. The reactants are: [CH3:1][O:2][C:3]1[CH:7]=[C:6]([C:8]2[CH:9]=[C:10]([CH:20]=[C:21]([O:23][C:24]3[CH:29]=[CH:28][C:27]([S:30]([CH3:33])(=[O:32])=[O:31])=[CH:26][CH:25]=3)[CH:22]=2)[O:11][CH2:12][C:13]2[C:18]([CH3:19])=[CH:17][CH:16]=[CH:15]N=2)[NH:5][N:4]=1.[CH3:34]C1C=CC=CC=1COC1C=C(C2NN=C(O)C=2)C=C(OC2C=CC(S(C)(=O)=O)=CC=2)C=1. (5) Given the product [CH2:28]([C:27]1[N:2]2[N:1]=[CH:5][N:4]=[C:3]2[NH:6][C:23](=[O:24])[C:22]=1[CH2:21][C:18]1[CH:17]=[CH:16][C:15]([C:10]2[C:9]([C:7]#[N:8])=[CH:14][CH:13]=[CH:12][CH:11]=2)=[CH:20][CH:19]=1)[CH2:29][CH2:30][CH3:31], predict the reactants needed to synthesize it. The reactants are: [NH:1]1[CH:5]=[N:4][C:3]([NH2:6])=[N:2]1.[C:7]([C:9]1[CH:14]=[CH:13][CH:12]=[CH:11][C:10]=1[C:15]1[CH:20]=[CH:19][C:18]([CH2:21][CH:22]([C:27](=O)[CH2:28][CH2:29][CH2:30][CH3:31])[C:23](OC)=[O:24])=[CH:17][CH:16]=1)#[N:8].